Predict the product of the given reaction. From a dataset of Forward reaction prediction with 1.9M reactions from USPTO patents (1976-2016). (1) The product is: [CH:17]1[C:6]2[C:7](=[CH:20][CH:21]=[CH:22][CH:23]=2)[CH:11]=[CH:10][C:9]=1[S:27]([C:24]1[CH:23]=[CH:22][C:21]([CH2:20][NH:19][C:17]([C:9]2[O:8][C:12]3=[CH:13][N:14]=[CH:15][CH:16]=[C:11]3[CH:10]=2)=[O:18])=[CH:26][CH:25]=1)(=[O:29])=[O:28]. Given the reactants C(N([CH2:6][CH3:7])CC)C.[O:8]1[C:12]2=[CH:13][N:14]=[CH:15][CH:16]=[C:11]2[CH:10]=[C:9]1[C:17]([NH:19][CH2:20][C:21]1[CH:26]=[CH:25][C:24]([S:27]([O-:29])=[O:28])=[CH:23][CH:22]=1)=[O:18].[Na+], predict the reaction product. (2) Given the reactants [C:1](Cl)([C:14]1[CH:19]=[CH:18][CH:17]=[CH:16][CH:15]=1)([C:8]1[CH:13]=[CH:12][CH:11]=[CH:10][CH:9]=1)[C:2]1[CH:7]=[CH:6][CH:5]=[CH:4][CH:3]=1.[NH:21]1[CH:25]=[C:24]([CH2:26][OH:27])[N:23]=[CH:22]1.C(N(CC)CC)C, predict the reaction product. The product is: [C:1]([N:21]1[CH:25]=[C:24]([CH2:26][OH:27])[N:23]=[CH:22]1)([C:14]1[CH:19]=[CH:18][CH:17]=[CH:16][CH:15]=1)([C:8]1[CH:13]=[CH:12][CH:11]=[CH:10][CH:9]=1)[C:2]1[CH:7]=[CH:6][CH:5]=[CH:4][CH:3]=1. (3) The product is: [CH3:33][S:34]([OH:37])(=[O:36])=[O:35].[S:1]1[C:5]2[CH:6]=[CH:7][CH:8]=[CH:9][C:4]=2[C:3]([N:10]2[CH2:15][CH2:14][N:13]([CH2:16][CH2:17][C:18]3[CH:19]=[C:20]4[C:24](=[CH:25][CH:26]=3)[C:23]([CH3:28])([CH3:27])[CH:22]([NH:29][CH3:30])[C:21]4([CH3:32])[CH3:31])[CH2:12][CH2:11]2)=[N:2]1. Given the reactants [S:1]1[C:5]2[CH:6]=[CH:7][CH:8]=[CH:9][C:4]=2[C:3]([N:10]2[CH2:15][CH2:14][N:13]([CH2:16][CH2:17][C:18]3[CH:19]=[C:20]4[C:24](=[CH:25][CH:26]=3)[C:23]([CH3:28])([CH3:27])[CH:22]([NH:29][CH3:30])[C:21]4([CH3:32])[CH3:31])[CH2:12][CH2:11]2)=[N:2]1.[CH3:33][S:34]([OH:37])(=[O:36])=[O:35], predict the reaction product. (4) Given the reactants C([CH:17]([CH2:23][N+:24]([CH3:27])([CH3:26])[CH3:25])[O:18][P:19](O)([OH:21])=[O:20])CCCCCCCCCCCCCCC.OC1O[C@H](CO)[C@@H](O[C@@H]2O[C@H](CO)[C@H](O)[C@H](O)[C@H]2O)[C@H](O)[C@H]1O.[C:51]([O-:70])(=O)[CH2:52][CH2:53][CH2:54][CH2:55][CH2:56][CH2:57][CH2:58][CH2:59][CH2:60][CH2:61][CH2:62][CH2:63][CH2:64][CH2:65][CH2:66]CC.[Mg+2].[C:51]([O-:70])(=O)[CH2:52][CH2:53][CH2:54][CH2:55][CH2:56][CH2:57][CH2:58][CH2:59][CH2:60][CH2:61][CH2:62][CH2:63][CH2:64][CH2:65][CH2:66]CC, predict the reaction product. The product is: [CH3:66][CH2:65][CH2:64][CH2:63][CH2:62][CH2:61][CH2:60][CH2:59][CH2:58][CH2:57][CH2:56][CH2:55][CH2:54][CH2:53][CH2:52][CH2:51][O:70][P:19]([O:18][CH2:17][CH2:23][N+:24]([CH3:27])([CH3:26])[CH3:25])([O-:21])=[O:20]. (5) Given the reactants [NH2:1][C:2]1[C:3]([Cl:13])=[CH:4][C:5]([Br:12])=[C:6]([C:8]([F:11])([F:10])[F:9])[CH:7]=1.[F:14][C:15]1[CH:20]=[CH:19][C:18]([C:21](Cl)=[O:22])=[CH:17][N:16]=1, predict the reaction product. The product is: [Br:12][C:5]1[C:6]([C:8]([F:9])([F:10])[F:11])=[CH:7][C:2]([NH:1][C:21](=[O:22])[C:18]2[CH:19]=[CH:20][C:15]([F:14])=[N:16][CH:17]=2)=[C:3]([Cl:13])[CH:4]=1. (6) Given the reactants C(O[C:6]([N:8](C)[C@@H:9]1[CH2:14][CH2:13][CH2:12][CH2:11][C@@H:10]1[N:15](C(OC(C)(C)C)=O)[CH3:16])=O)(C)(C)C.[ClH:25], predict the reaction product. The product is: [ClH:25].[CH3:6][NH:8][C@@H:9]1[CH2:14][CH2:13][CH2:12][CH2:11][C@@H:10]1[NH:15][CH3:16]. (7) The product is: [I:3][C:4]1[CH:9]=[CH:8][C:7]([O:10][CH3:11])=[CH:6][C:5]=1[S:12][C:14]1[N:15]([CH2:24][CH2:25][CH:26]=[C:27]([CH3:29])[CH3:28])[C:16]2[C:21]([N:22]=1)=[C:20]([NH2:23])[N:19]=[CH:18][N:17]=2. Given the reactants [H-].[Na+].[I:3][C:4]1[CH:9]=[CH:8][C:7]([O:10][CH3:11])=[CH:6][C:5]=1[SH:12].Br[C:14]1[N:15]([CH2:24][CH2:25][CH:26]=[C:27]([CH3:29])[CH3:28])[C:16]2[C:21]([N:22]=1)=[C:20]([NH2:23])[N:19]=[CH:18][N:17]=2, predict the reaction product. (8) The product is: [CH3:12][C:13]1[CH:18]=[CH:17][C:16]([NH:19][C:20](=[O:32])[C:21]2[CH:26]=[CH:25][N:24]=[C:23]([N:27]3[CH2:31][CH2:30][CH2:29][CH2:28]3)[CH:22]=2)=[CH:15][C:14]=1[C:2]1[CH:3]=[CH:4][C:5]2[O:9][N:8]=[C:7]([CH3:10])[C:6]=2[CH:11]=1. Given the reactants Br[C:2]1[CH:3]=[CH:4][C:5]2[O:9][N:8]=[C:7]([CH3:10])[C:6]=2[CH:11]=1.[CH3:12][C:13]1[CH:18]=[CH:17][C:16]([NH:19][C:20](=[O:32])[C:21]2[CH:26]=[CH:25][N:24]=[C:23]([N:27]3[CH2:31][CH2:30][CH2:29][CH2:28]3)[CH:22]=2)=[CH:15][C:14]=1B1OC(C)(C)C(C)(C)O1, predict the reaction product. (9) Given the reactants [C:1]([O:5][C:6]([N:8]1[CH2:11][C:10]([CH3:41])([NH:12][C:13]2[CH:14]=[C:15]3[C:24](=[CH:25][C:26]=2[C:27]([F:30])([F:29])[F:28])[O:23][CH2:22][C:21]2[N:16]3[CH:17]([CH3:40])[C:18](=[O:39])[N:19](COCC[Si](C)(C)C)[N:20]=2)[CH2:9]1)=[O:7])([CH3:4])([CH3:3])[CH3:2].CCCC[N+](CCCC)(CCCC)CCCC.[F-], predict the reaction product. The product is: [C:1]([O:5][C:6]([N:8]1[CH2:9][C:10]([CH3:41])([NH:12][C:13]2[CH:14]=[C:15]3[C:24](=[CH:25][C:26]=2[C:27]([F:29])([F:28])[F:30])[O:23][CH2:22][C:21]2[N:16]3[CH:17]([CH3:40])[C:18](=[O:39])[NH:19][N:20]=2)[CH2:11]1)=[O:7])([CH3:4])([CH3:2])[CH3:3].